This data is from Catalyst prediction with 721,799 reactions and 888 catalyst types from USPTO. The task is: Predict which catalyst facilitates the given reaction. (1) Reactant: C[O:2][C:3]([C:5]1[CH:10]=[CH:9][C:8]([O:11][CH2:12][C:13]2[C:14]([C:19]3[CH:24]=[CH:23][C:22]([F:25])=[CH:21][N:20]=3)=[N:15][O:16][C:17]=2[CH3:18])=[CH:7][N:6]=1)=[O:4].O.[OH-].[Li+].CO. Product: [F:25][C:22]1[CH:23]=[CH:24][C:19]([C:14]2[C:13]([CH2:12][O:11][C:8]3[CH:9]=[CH:10][C:5]([C:3]([OH:4])=[O:2])=[N:6][CH:7]=3)=[C:17]([CH3:18])[O:16][N:15]=2)=[N:20][CH:21]=1. The catalyst class is: 20. (2) Reactant: [CH:1]1([NH:4][C:5]([NH:7][C:8]2[CH:13]=[CH:12][C:11]([O:14][C:15]3[CH:20]=[CH:19][N:18]=[C:17]4[CH:21]=[C:22]([C:24]5[CH:29]=[CH:28][C:27]([CH2:30][N:31]6[CH2:36][CH2:35][N:34]([C:37](=[O:40])[CH2:38][OH:39])[CH2:33][CH2:32]6)=[CH:26][N:25]=5)[S:23][C:16]=34)=[C:10]([F:41])[CH:9]=2)=[O:6])[CH2:3][CH2:2]1.CCN(CC)CC.[C:49](Cl)(=[O:53])[CH2:50][CH2:51][CH3:52]. Product: [C:49]([O:39][CH2:38][C:37]([N:34]1[CH2:33][CH2:32][N:31]([CH2:30][C:27]2[CH:26]=[N:25][C:24]([C:22]3[S:23][C:16]4[C:17](=[N:18][CH:19]=[CH:20][C:15]=4[O:14][C:11]4[CH:12]=[CH:13][C:8]([NH:7][C:5]([NH:4][CH:1]5[CH2:2][CH2:3]5)=[O:6])=[CH:9][C:10]=4[F:41])[CH:21]=3)=[CH:29][CH:28]=2)[CH2:36][CH2:35]1)=[O:40])(=[O:53])[CH2:50][CH2:51][CH3:52]. The catalyst class is: 37. (3) Reactant: C(N(CC)CC)C.[Br:8][C:9]1[CH:14]=[CH:13][C:12]([CH2:15][CH2:16][NH2:17])=[CH:11][CH:10]=1.[N+:18]([C:21]1[CH:26]=[CH:25][CH:24]=[CH:23][C:22]=1[S:27](Cl)(=[O:29])=[O:28])([O-:20])=[O:19].C(=O)([O-])O.[Na+]. Product: [Br:8][C:9]1[CH:14]=[CH:13][C:12]([CH2:15][CH2:16][NH:17][S:27]([C:22]2[CH:23]=[CH:24][CH:25]=[CH:26][C:21]=2[N+:18]([O-:20])=[O:19])(=[O:28])=[O:29])=[CH:11][CH:10]=1. The catalyst class is: 7.